This data is from Catalyst prediction with 721,799 reactions and 888 catalyst types from USPTO. The task is: Predict which catalyst facilitates the given reaction. (1) Reactant: [OH:1][CH2:2][C:3]1([C:14]([O:16][CH2:17][CH3:18])=[O:15])[CH2:8][CH2:7][C:6]([O:9][Si](C)(C)C)=[CH:5][CH2:4]1.Cl. Product: [OH:1][CH2:2][C:3]1([C:14]([O:16][CH2:17][CH3:18])=[O:15])[CH2:4][CH2:5][C:6](=[O:9])[CH2:7][CH2:8]1. The catalyst class is: 1. (2) Reactant: Cl[CH2:2][CH2:3][CH2:4][O:5][C:6]1[CH:11]=[CH:10][C:9]([C:12]2([CH2:18][N:19]([CH3:21])[CH3:20])[CH2:17][CH2:16][O:15][CH2:14][CH2:13]2)=[CH:8][CH:7]=1.[NH:22]1[CH2:27][CH2:26][O:25][CH2:24][CH2:23]1.C(=O)([O-])[O-].[K+].[K+]. Product: [CH3:20][N:19]([CH3:21])[CH2:18][C:12]1([C:9]2[CH:10]=[CH:11][C:6]([O:5][CH2:4][CH2:3][CH2:2][N:22]3[CH2:27][CH2:26][O:25][CH2:24][CH2:23]3)=[CH:7][CH:8]=2)[CH2:17][CH2:16][O:15][CH2:14][CH2:13]1. The catalyst class is: 10.